From a dataset of Full USPTO retrosynthesis dataset with 1.9M reactions from patents (1976-2016). Predict the reactants needed to synthesize the given product. Given the product [C:1]([O:4][CH:5]1[C:6]([OH:45])([CH3:44])[CH2:7][CH2:8][CH:9]([O:36][Si:37]([CH2:42][CH3:43])([CH2:38][CH3:39])[CH2:40][CH3:41])[CH:10]([C:68]([OH:71])=[O:70])[C:11]([O:13][CH:14](/[C:19](/[CH3:35])=[CH:20]/[CH:21]=[CH:22]/[CH:23]([CH3:34])[CH2:24][CH:25]2[O:33][CH:26]2[CH:27]([CH3:32])[CH:28]([O:31][C:59]2[CH:64]=[CH:63][C:62]([N+:65]([O-:67])=[O:66])=[CH:61][CH:60]=2)[CH2:29][CH3:30])[CH:15]([CH3:18])[CH:16]=[CH:17]1)=[O:12])(=[O:3])[CH3:2], predict the reactants needed to synthesize it. The reactants are: [C:1]([O:4][CH:5]1[C:6]([OH:45])([CH3:44])[CH2:7][CH2:8][CH:9]([O:36][Si:37]([CH2:42][CH3:43])([CH2:40][CH3:41])[CH2:38][CH3:39])[CH2:10][C:11]([O:13][CH:14](/[C:19](/[CH3:35])=[CH:20]/[CH:21]=[CH:22]/[CH:23]([CH3:34])[CH2:24][CH:25]2[O:33][CH:26]2[CH:27]([CH3:32])[CH:28]([OH:31])[CH2:29][CH3:30])[CH:15]([CH3:18])[CH:16]=[CH:17]1)=[O:12])(=[O:3])[CH3:2].CN(C1C=CC=CN=1)C.ClC(O[C:59]1[CH:64]=[CH:63][C:62]([N+:65]([O-:67])=[O:66])=[CH:61][CH:60]=1)=O.[C:68]([O:71]CC)(=[O:70])C.